Task: Predict the product of the given reaction.. Dataset: Forward reaction prediction with 1.9M reactions from USPTO patents (1976-2016) (1) Given the reactants [NH2:1][C:2]1[S:6][C:5]2[CH2:7][CH2:8][CH2:9][CH2:10][C:4]=2[C:3]=1[C:11]([C:13]1[CH:18]=[CH:17][C:16]([O:19][CH3:20])=[C:15]([O:21][CH3:22])[CH:14]=1)=O.[C:23]([O:30][CH3:31])(=[O:29])[CH2:24][CH2:25][C:26]([CH3:28])=O.Cl[Si](C)(C)C, predict the reaction product. The product is: [CH3:28][C:26]1[N:1]=[C:2]2[S:6][C:5]3[CH2:7][CH2:8][CH2:9][CH2:10][C:4]=3[C:3]2=[C:11]([C:13]2[CH:18]=[CH:17][C:16]([O:19][CH3:20])=[C:15]([O:21][CH3:22])[CH:14]=2)[C:25]=1[CH2:24][C:23]([O:30][CH3:31])=[O:29]. (2) The product is: [C:32]([O:31][C:29]([N:36]1[CH2:39][CH:38]([C:1]2[CH:6]=[CH:5][CH:4]=[CH:3][CH:2]=2)[CH2:37]1)=[O:30])([CH3:35])([CH3:33])[CH3:34]. Given the reactants [C:1]1(B(O)O)[CH:6]=[CH:5][CH:4]=[CH:3][CH:2]=1.Cl.N[C@@H]1CCCC[C@H]1O.C[Si](C)(C)N[Si](C)(C)C.[Na].[C:29]([N:36]1[CH2:39][CH:38](I)[CH2:37]1)([O:31][C:32]([CH3:35])([CH3:34])[CH3:33])=[O:30], predict the reaction product.